Task: Predict the reactants needed to synthesize the given product.. Dataset: Full USPTO retrosynthesis dataset with 1.9M reactions from patents (1976-2016) (1) Given the product [CH:1]12[CH2:7][CH:4]([CH2:5][CH2:6]1)[CH2:3][CH:2]2[CH2:8][C:9]([Cl:14])=[O:11], predict the reactants needed to synthesize it. The reactants are: [CH:1]12[CH2:7][CH:4]([CH2:5][CH2:6]1)[CH2:3][CH:2]2[CH2:8][C:9]([OH:11])=O.S(Cl)([Cl:14])=O. (2) Given the product [I:1][C:2]1[CH:9]=[CH:8][C:5]([CH2:6][NH:7][C:16](=[O:18])[CH3:17])=[CH:4][CH:3]=1, predict the reactants needed to synthesize it. The reactants are: [I:1][C:2]1[CH:9]=[CH:8][C:5]([CH2:6][NH2:7])=[CH:4][CH:3]=1.N1C=CC=CC=1.[C:16](OC(=O)C)(=[O:18])[CH3:17]. (3) Given the product [OH:24][C:10]1[C:11]2[O:15][N:14]=[C:13]([C:16]3[CH:21]=[CH:20][C:19]([O:22][CH3:23])=[CH:18][CH:17]=3)[C:12]=2[C:7]([CH2:6][N:1]2[CH:5]=[CH:4][CH:3]=[N:2]2)=[N:8][C:9]=1[C:25]([NH:30][CH2:31][C:32]([OH:34])=[O:33])=[O:26], predict the reactants needed to synthesize it. The reactants are: [N:1]1([CH2:6][C:7]2[C:12]3[C:13]([C:16]4[CH:21]=[CH:20][C:19]([O:22][CH3:23])=[CH:18][CH:17]=4)=[N:14][O:15][C:11]=3[C:10]([OH:24])=[C:9]([C:25](OCC)=[O:26])[N:8]=2)[CH:5]=[CH:4][CH:3]=[N:2]1.[NH2:30][CH2:31][C:32]([OH:34])=[O:33].C[O-].[Na+]. (4) Given the product [C:1]([O:5][C:6](=[O:33])[N:7]([CH2:9][C:10]1[CH:14]=[C:13]([C:15]2[CH:20]=[CH:19][CH:18]=[C:17]([CH:21]=[N:35][OH:36])[C:16]=2[F:23])[N:12]([S:24]([C:27]2[CH:28]=[N:29][CH:30]=[CH:31][CH:32]=2)(=[O:26])=[O:25])[CH:11]=1)[CH3:8])([CH3:3])([CH3:2])[CH3:4], predict the reactants needed to synthesize it. The reactants are: [C:1]([O:5][C:6](=[O:33])[N:7]([CH2:9][C:10]1[CH:14]=[C:13]([C:15]2[CH:20]=[CH:19][CH:18]=[C:17]([CH:21]=O)[C:16]=2[F:23])[N:12]([S:24]([C:27]2[CH:28]=[N:29][CH:30]=[CH:31][CH:32]=2)(=[O:26])=[O:25])[CH:11]=1)[CH3:8])([CH3:4])([CH3:3])[CH3:2].Cl.[NH2:35][OH:36].C([O-])(=O)C.[Na+].C(=O)([O-])O.[Na+].